Dataset: Reaction yield outcomes from USPTO patents with 853,638 reactions. Task: Predict the reaction yield, written as a fraction of the theoretical maximum amount of product (1.0 means a 100% yield; for example, 0.34 means a 34% yield). The reactants are [Cl:1][C:2]1[CH:3]=[CH:4][C:5]([O:21][CH2:22][CH3:23])=[C:6]([C:8]2[N:9](C(OC(C)(C)C)=O)[CH2:10][CH2:11][O:12][CH:13]=2)[CH:7]=1. The catalyst is [Pt]=O. The product is [Cl:1][C:2]1[CH:3]=[CH:4][C:5]([O:21][CH2:22][CH3:23])=[C:6]([CH:8]2[CH2:13][O:12][CH2:11][CH2:10][NH:9]2)[CH:7]=1. The yield is 0.380.